Dataset: NCI-60 drug combinations with 297,098 pairs across 59 cell lines. Task: Regression. Given two drug SMILES strings and cell line genomic features, predict the synergy score measuring deviation from expected non-interaction effect. (1) Synergy scores: CSS=33.8, Synergy_ZIP=1.43, Synergy_Bliss=0.156, Synergy_Loewe=-3.82, Synergy_HSA=-3.00. Drug 1: C1=C(C(=O)NC(=O)N1)N(CCCl)CCCl. Cell line: COLO 205. Drug 2: CC1=C(C=C(C=C1)C(=O)NC2=CC(=CC(=C2)C(F)(F)F)N3C=C(N=C3)C)NC4=NC=CC(=N4)C5=CN=CC=C5. (2) Drug 1: CS(=O)(=O)CCNCC1=CC=C(O1)C2=CC3=C(C=C2)N=CN=C3NC4=CC(=C(C=C4)OCC5=CC(=CC=C5)F)Cl. Drug 2: CC1=C(C(=O)C2=C(C1=O)N3CC4C(C3(C2COC(=O)N)OC)N4)N. Cell line: PC-3. Synergy scores: CSS=7.33, Synergy_ZIP=2.80, Synergy_Bliss=2.46, Synergy_Loewe=-10.1, Synergy_HSA=-0.238. (3) Drug 1: C1=CC(=CC=C1C#N)C(C2=CC=C(C=C2)C#N)N3C=NC=N3. Drug 2: CN1C(=O)N2C=NC(=C2N=N1)C(=O)N. Cell line: A498. Synergy scores: CSS=-0.0990, Synergy_ZIP=0.860, Synergy_Bliss=-0.0316, Synergy_Loewe=-3.77, Synergy_HSA=-2.73. (4) Drug 1: CNC(=O)C1=CC=CC=C1SC2=CC3=C(C=C2)C(=NN3)C=CC4=CC=CC=N4. Drug 2: N.N.Cl[Pt+2]Cl. Cell line: RXF 393. Synergy scores: CSS=5.08, Synergy_ZIP=-1.17, Synergy_Bliss=-0.142, Synergy_Loewe=0.220, Synergy_HSA=0.118. (5) Drug 1: CN(C)C1=NC(=NC(=N1)N(C)C)N(C)C. Drug 2: CC(C)(C#N)C1=CC(=CC(=C1)CN2C=NC=N2)C(C)(C)C#N. Cell line: LOX IMVI. Synergy scores: CSS=2.46, Synergy_ZIP=-3.15, Synergy_Bliss=-4.83, Synergy_Loewe=-1.99, Synergy_HSA=-2.14. (6) Drug 1: CN1C(=O)N2C=NC(=C2N=N1)C(=O)N. Drug 2: C1C(C(OC1N2C=NC3=C2NC=NCC3O)CO)O. Cell line: PC-3. Synergy scores: CSS=5.33, Synergy_ZIP=-3.75, Synergy_Bliss=-3.31, Synergy_Loewe=1.72, Synergy_HSA=-2.47. (7) Drug 1: CS(=O)(=O)C1=CC(=C(C=C1)C(=O)NC2=CC(=C(C=C2)Cl)C3=CC=CC=N3)Cl. Drug 2: CCCCC(=O)OCC(=O)C1(CC(C2=C(C1)C(=C3C(=C2O)C(=O)C4=C(C3=O)C=CC=C4OC)O)OC5CC(C(C(O5)C)O)NC(=O)C(F)(F)F)O. Cell line: CAKI-1. Synergy scores: CSS=3.12, Synergy_ZIP=-2.44, Synergy_Bliss=-3.52, Synergy_Loewe=-5.56, Synergy_HSA=-2.08. (8) Drug 1: C(=O)(N)NO. Drug 2: CC12CCC3C(C1CCC2OP(=O)(O)O)CCC4=C3C=CC(=C4)OC(=O)N(CCCl)CCCl.[Na+]. Cell line: RXF 393. Synergy scores: CSS=0.243, Synergy_ZIP=-2.76, Synergy_Bliss=-6.72, Synergy_Loewe=-12.1, Synergy_HSA=-7.67. (9) Drug 1: CC(C1=C(C=CC(=C1Cl)F)Cl)OC2=C(N=CC(=C2)C3=CN(N=C3)C4CCNCC4)N. Drug 2: CCC1(CC2CC(C3=C(CCN(C2)C1)C4=CC=CC=C4N3)(C5=C(C=C6C(=C5)C78CCN9C7C(C=CC9)(C(C(C8N6C)(C(=O)OC)O)OC(=O)C)CC)OC)C(=O)OC)O.OS(=O)(=O)O. Cell line: HCT116. Synergy scores: CSS=49.8, Synergy_ZIP=0.628, Synergy_Bliss=3.27, Synergy_Loewe=-8.31, Synergy_HSA=3.93.